Dataset: Full USPTO retrosynthesis dataset with 1.9M reactions from patents (1976-2016). Task: Predict the reactants needed to synthesize the given product. (1) Given the product [F:1][C:2]([F:21])([C:14]1[CH:19]=[CH:18][C:17]([F:20])=[CH:16][N:15]=1)[C:3]1[N:12]=[C:11]([NH:33][C:30]2[CH:29]=[C:28]([CH3:27])[NH:32][N:31]=2)[C:10]2[C:5](=[CH:6][CH:7]=[CH:8][CH:9]=2)[N:4]=1, predict the reactants needed to synthesize it. The reactants are: [F:1][C:2]([F:21])([C:14]1[CH:19]=[CH:18][C:17]([F:20])=[CH:16][N:15]=1)[C:3]1[N:12]=[C:11](O)[C:10]2[C:5](=[CH:6][CH:7]=[CH:8][CH:9]=2)[N:4]=1.P(Cl)(Cl)(Cl)=O.[CH3:27][C:28]1[NH:32][N:31]=[C:30]([NH2:33])[CH:29]=1.CCN(C(C)C)C(C)C.[I-].[K+]. (2) Given the product [Cl:12][C:13]1[C:14](=[O:29])[N:15]([C:21]2[C:22]([F:28])=[CH:23][CH:24]=[CH:25][C:26]=2[F:27])[C:16]([CH3:20])=[CH:17][C:18]=1[O:19][CH2:2][C:3]1[CH:10]=[CH:9][C:8]([F:11])=[CH:7][C:4]=1[C:5]#[N:6], predict the reactants needed to synthesize it. The reactants are: Br[CH2:2][C:3]1[CH:10]=[CH:9][C:8]([F:11])=[CH:7][C:4]=1[C:5]#[N:6].[Cl:12][C:13]1[C:14](=[O:29])[N:15]([C:21]2[C:26]([F:27])=[CH:25][CH:24]=[CH:23][C:22]=2[F:28])[C:16]([CH3:20])=[CH:17][C:18]=1[OH:19].C([O-])([O-])=O.[K+].[K+].C(O)(=O)CC(CC(O)=O)(C(O)=O)O.